Task: Predict which catalyst facilitates the given reaction.. Dataset: Catalyst prediction with 721,799 reactions and 888 catalyst types from USPTO (1) Product: [C:52]([O:56][CH2:57][CH:58]([O:51][C:50](=[O:16])[NH:49][C:46]1[CH:47]=[CH:48][C:43]([S:42][CH3:41])=[CH:44][CH:45]=1)[CH3:59])(=[O:55])[CH:53]=[CH2:54]. The catalyst class is: 13. Reactant: C(C1C=C(C)C=C(C(C)(C)C)C=1[OH:16])(C)(C)C.CN(CCCN1CN(CCCN(C)C)CN(CCCN(C)C)C1)C.[CH3:41][S:42][C:43]1[CH:48]=[CH:47][C:46]([N:49]=[C:50]=[O:51])=[CH:45][CH:44]=1.[C:52]([O:56][CH2:57][CH2:58][CH2:59]O)(=[O:55])[CH:53]=[CH2:54].[N-]=C=O. (2) Reactant: Br[C:2]1[N:3]=[C:4]2[CH:11]=[C:10]([CH3:12])[NH:9][C:5]2=[N:6][C:7]=1Cl.N#N.B(O)(O)[C:16]1[CH:17]=[CH:18][C:19]([CH3:22])=[CH:20][CH:21]=1.C([O-])([O-])=O.[K+].[K+]. Product: [CH3:12][C:10]1[NH:9][C:5]2=[N:6][C:7]([C:16]3[CH:21]=[CH:20][C:19]([CH3:22])=[CH:18][CH:17]=3)=[C:2]([C:16]3[CH:17]=[CH:18][C:19]([CH3:22])=[CH:20][CH:21]=3)[N:3]=[C:4]2[CH:11]=1. The catalyst class is: 669. (3) Reactant: [CH2:1]([C:3]1[C:8]([CH:9]=O)=[CH:7][CH:6]=[CH:5][C:4]=1[C:11]1[N:15]=[C:14]([C:16]2[CH:17]=[CH:18][C:19]([CH2:24][CH:25]([CH3:27])[CH3:26])=[C:20]([CH:23]=2)[C:21]#[N:22])[S:13][N:12]=1)[CH3:2].C([O-])(=O)C.[Na+].Cl.[NH:34]1[CH2:37][CH:36]([C:38]([O:40]C)=[O:39])[CH2:35]1.C(O[BH-](OC(=O)C)OC(=O)C)(=O)C.[Na+]. Product: [C:21]([C:20]1[CH:23]=[C:16]([C:14]2[S:13][N:12]=[C:11]([C:4]3[C:3]([CH2:1][CH3:2])=[C:8]([CH2:9][N:34]4[CH2:37][CH:36]([C:38]([OH:40])=[O:39])[CH2:35]4)[CH:7]=[CH:6][CH:5]=3)[N:15]=2)[CH:17]=[CH:18][C:19]=1[CH2:24][CH:25]([CH3:27])[CH3:26])#[N:22]. The catalyst class is: 411. (4) Reactant: [CH3:1][C:2]([C:4]([O:6][CH2:7][CH2:8][N:9]([CH3:11])[CH3:10])=[O:5])=[CH2:3].[CH3:12][C:13]([C:15]([O:17][CH2:18][CH2:19][OH:20])=[O:16])=[CH2:14]. Product: [CH3:3][C:2]([C:4]([O:6][CH2:7][CH2:8][N:9]([CH3:11])[CH3:10])=[O:5])=[CH2:1].[CH3:14][C:13]([C:15]([O:17][CH2:18][CH2:19][OH:20])=[O:16])=[CH2:12]. The catalyst class is: 6. (5) The catalyst class is: 16. Product: [C:1]1([C:7]2[C:16]([C:17]([F:19])([F:20])[F:18])=[CH:15][C:14]3[C:9](=[CH:10][CH:11]=[CH:12][CH:13]=3)[C:8]=2[O:21][C:23]2[CH:30]=[CH:29][C:26]([CH:27]=[O:28])=[CH:25][CH:24]=2)[CH:2]=[CH:3][CH:4]=[CH:5][CH:6]=1. Reactant: [C:1]1([C:7]2[C:16]([C:17]([F:20])([F:19])[F:18])=[CH:15][C:14]3[C:9](=[CH:10][CH:11]=[CH:12][CH:13]=3)[C:8]=2[OH:21])[CH:6]=[CH:5][CH:4]=[CH:3][CH:2]=1.F[C:23]1[CH:30]=[CH:29][C:26]([CH:27]=[O:28])=[CH:25][CH:24]=1.C([O-])([O-])=O.[Cs+].[Cs+]. (6) Reactant: [C:1]1([S:7]([N:10]2[CH2:18][C@H:17]([NH2:19])[CH2:16][C@H:11]2[C:12]([O:14][CH3:15])=[O:13])(=[O:9])=[O:8])[CH:6]=[CH:5][CH:4]=[CH:3][CH:2]=1.[C:20]([NH:27][CH2:28][CH2:29][CH2:30][CH2:31][CH2:32][C:33](O)=[O:34])([O:22][C:23]([CH3:26])([CH3:25])[CH3:24])=[O:21].CN(C(ON1N=NC2C=CC=NC1=2)=[N+](C)C)C.F[P-](F)(F)(F)(F)F.C(N(C(C)C)CC)(C)C. Product: [CH3:15][O:14][C:12](=[O:13])[C@@H:11]1[CH2:16][C@@H:17]([NH:19][C:33](=[O:34])[CH2:32][CH2:31][CH2:30][CH2:29][CH2:28][NH:27][C:20]([O:22][C:23]([CH3:25])([CH3:24])[CH3:26])=[O:21])[CH2:18][N:10]1[S:7]([C:1]1[CH:2]=[CH:3][CH:4]=[CH:5][CH:6]=1)(=[O:8])=[O:9]. The catalyst class is: 31. (7) Reactant: [CH2:1]([O:8][C:9]([NH:11][CH:12]1[CH2:26][C:15]2([CH2:18][N:17](C(OC(C)(C)C)=O)[CH2:16]2)[S:14](=[O:28])(=[O:27])[CH2:13]1)=[O:10])[C:2]1[CH:7]=[CH:6][CH:5]=[CH:4][CH:3]=1.FC(F)(F)C(O)=O. Product: [O:28]=[S:14]1(=[O:27])[CH2:13][CH:12]([NH:11][C:9](=[O:10])[O:8][CH2:1][C:2]2[CH:3]=[CH:4][CH:5]=[CH:6][CH:7]=2)[CH2:26][C:15]21[CH2:18][NH:17][CH2:16]2. The catalyst class is: 4.